This data is from Full USPTO retrosynthesis dataset with 1.9M reactions from patents (1976-2016). The task is: Predict the reactants needed to synthesize the given product. (1) The reactants are: [O:1]1[CH:6]=[CH:5][CH2:4][CH2:3][CH2:2]1.O.C1(C)C=CC(S(O)(=O)=O)=CC=1.[OH:19][CH2:20][C:21]1[CH:33]=[C:24]2[C:25]([CH2:31][OH:32])=[CH:26][CH:27]=[C:28]([O:29][CH3:30])[N:23]2[N:22]=1.C(=O)([O-])O.[Na+]. Given the product [CH3:30][O:29][C:28]1[N:23]2[N:22]=[C:21]([CH2:20][OH:19])[CH:33]=[C:24]2[C:25]([CH2:31][O:32][CH:6]2[CH2:5][CH2:4][CH2:3][CH2:2][O:1]2)=[CH:26][CH:27]=1.[OH:32][CH2:31][C:25]1[C:24]2[N:23]([N:22]=[C:21]([CH2:20][O:19][CH:6]3[CH2:5][CH2:4][CH2:3][CH2:2][O:1]3)[CH:33]=2)[C:28]([O:29][CH3:30])=[CH:27][CH:26]=1, predict the reactants needed to synthesize it. (2) The reactants are: CCN=C=NCCCN(C)C.C1C=CC2[N:20]([OH:21])N=NC=2C=1.[F:22][C:23]1[CH:28]=[C:27]([I:29])[CH:26]=[CH:25][C:24]=1[NH:30][C:31]1[C:39]([C:40](O)=[O:41])=[C:38]2[N:34]([CH2:35][CH2:36][CH2:37]2)[C:33](=[O:43])[CH:32]=1.Cl.[CH3:45]OON. Given the product [CH3:45][O:21][NH:20][C:40]([C:39]1[C:31]([NH:30][C:24]2[CH:25]=[CH:26][C:27]([I:29])=[CH:28][C:23]=2[F:22])=[CH:32][C:33](=[O:43])[N:34]2[C:38]=1[CH2:37][CH2:36][CH2:35]2)=[O:41], predict the reactants needed to synthesize it. (3) Given the product [C:14]([O:18][C:19]([N:21]1[CH2:26][CH2:25][CH:24]([NH:27][C:2]2[CH:3]=[N:4][C:5]([N:8]3[CH2:13][CH2:12][O:11][CH2:10][CH2:9]3)=[N:6][CH:7]=2)[CH2:23][CH2:22]1)=[O:20])([CH3:17])([CH3:15])[CH3:16], predict the reactants needed to synthesize it. The reactants are: Br[C:2]1[CH:3]=[N:4][C:5]([N:8]2[CH2:13][CH2:12][O:11][CH2:10][CH2:9]2)=[N:6][CH:7]=1.[C:14]([O:18][C:19]([N:21]1[CH2:26][CH2:25][CH:24]([NH2:27])[CH2:23][CH2:22]1)=[O:20])([CH3:17])([CH3:16])[CH3:15].O(C(C)(C)C)[K].C1(P(C2CCCCC2)C2C=CC=CC=2C2C(C(C)C)=CC(C(C)C)=CC=2C(C)C)CCCCC1. (4) The reactants are: [CH2:1]([O:8][C:9]1[CH:10]=[C:11]2[C:16](=[CH:17][CH:18]=1)[CH2:15][CH:14]([CH:19]([O:25][Si:26]([C:29]([CH3:32])([CH3:31])[CH3:30])([CH3:28])[CH3:27])[C:20]1[O:21][CH:22]=[CH:23][N:24]=1)[CH2:13][CH2:12]2)[C:2]1[CH:7]=[CH:6][CH:5]=[CH:4][CH:3]=1.[Li]CCCC.[Sn:38](Cl)([CH2:47][CH2:48][CH2:49][CH3:50])([CH2:43][CH2:44][CH2:45][CH3:46])[CH2:39][CH2:40][CH2:41][CH3:42]. Given the product [CH2:1]([O:8][C:9]1[CH:10]=[C:11]2[C:16](=[CH:17][CH:18]=1)[CH2:15][CH:14]([CH:19]([O:25][Si:26]([C:29]([CH3:32])([CH3:31])[CH3:30])([CH3:27])[CH3:28])[C:20]1[O:21][C:22]([Sn:38]([CH2:43][CH2:44][CH2:45][CH3:46])([CH2:47][CH2:48][CH2:49][CH3:50])[CH2:39][CH2:40][CH2:41][CH3:42])=[CH:23][N:24]=1)[CH2:13][CH2:12]2)[C:2]1[CH:7]=[CH:6][CH:5]=[CH:4][CH:3]=1, predict the reactants needed to synthesize it.